From a dataset of Full USPTO retrosynthesis dataset with 1.9M reactions from patents (1976-2016). Predict the reactants needed to synthesize the given product. (1) Given the product [Cl:26][C:23]1[CH:24]=[CH:25][C:20]([C:18]([NH:17][CH:13]([CH2:12][C:7]2[C:5]3[C:4](=[CH:3][CH:2]=[CH:1][CH:6]=3)[NH:11][C:9](=[O:10])[CH:8]=2)[C:14]([O:16][CH2:33][C:32]2[CH:35]=[CH:36][C:29]([S:28][CH3:27])=[CH:30][CH:31]=2)=[O:15])=[O:19])=[CH:21][CH:22]=1, predict the reactants needed to synthesize it. The reactants are: [CH:1]1[CH:2]=[CH:3][C:4]2[NH:11][C:9](=[O:10])[CH:8]=[C:7]([CH2:12][CH:13]([NH:17][C:18]([C:20]3[CH:21]=[CH:22][C:23]([Cl:26])=[CH:24][CH:25]=3)=[O:19])[C:14]([OH:16])=[O:15])[C:5]=2[CH:6]=1.[CH3:27][S:28][C:29]1[CH:36]=[CH:35][C:32]([CH2:33]Cl)=[CH:31][CH:30]=1. (2) Given the product [OH:34][CH:31]1[CH2:32][CH2:33][N:29]([C:24](=[O:26])[CH2:23][NH:22][C:20]([C:18]2[CH:17]=[CH:16][C:13]3[N:14]([CH3:15])[C:10]([NH:9][C:7]4[S:8][C:4]5[CH:3]=[C:2]([Cl:1])[CH:28]=[CH:27][C:5]=5[N:6]=4)=[N:11][C:12]=3[CH:19]=2)=[O:21])[CH2:30]1, predict the reactants needed to synthesize it. The reactants are: [Cl:1][C:2]1[CH:28]=[CH:27][C:5]2[N:6]=[C:7]([NH:9][C:10]3[N:14]([CH3:15])[C:13]4[CH:16]=[CH:17][C:18]([C:20]([NH:22][CH2:23][C:24]([OH:26])=O)=[O:21])=[CH:19][C:12]=4[N:11]=3)[S:8][C:4]=2[CH:3]=1.[NH:29]1[CH2:33][CH2:32][CH:31]([OH:34])[CH2:30]1.CN(C(ON1N=NC2C=CC=CC1=2)=[N+](C)C)C.F[P-](F)(F)(F)(F)F.CCN(C(C)C)C(C)C. (3) Given the product [Cl:1][C:2]1[C:3]([N:27]([CH3:29])[CH3:28])=[CH:4][C:5]2[N:11]=[C:10]([C:12]3[CH:17]=[CH:16][CH:15]=[C:14]([C:18]4[S:19][CH:20]=[C:21]([CH2:23][Cl:32])[N:22]=4)[CH:13]=3)[CH2:9][C:8](=[O:25])[NH:7][C:6]=2[CH:26]=1, predict the reactants needed to synthesize it. The reactants are: [Cl:1][C:2]1[C:3]([N:27]([CH3:29])[CH3:28])=[CH:4][C:5]2[N:11]=[C:10]([C:12]3[CH:17]=[CH:16][CH:15]=[C:14]([C:18]4[S:19][CH:20]=[C:21]([CH2:23]O)[N:22]=4)[CH:13]=3)[CH2:9][C:8](=[O:25])[NH:7][C:6]=2[CH:26]=1.S(Cl)([Cl:32])=O. (4) The reactants are: [CH3:1][C@@:2]([S:21]([CH3:24])(=[O:23])=[O:22])([CH2:13][CH2:14][N:15]1[CH:19]=[C:18]([CH3:20])[CH:17]=[N:16]1)[C:3]([NH:5][O:6]C1CCCCO1)=[O:4].Cl. Given the product [OH:6][NH:5][C:3](=[O:4])[C@:2]([CH3:1])([S:21]([CH3:24])(=[O:23])=[O:22])[CH2:13][CH2:14][N:15]1[CH:19]=[C:18]([CH3:20])[CH:17]=[N:16]1, predict the reactants needed to synthesize it. (5) Given the product [CH2:28]([S:35][CH:36]([CH:39]([O:40][CH3:41])[O:42][CH3:43])[CH2:37][NH:38][C:25]([C:10]1[NH:11][C:12]2[C:8]([CH:9]=1)=[CH:7][C:6]([O:5][CH2:4][CH2:3][O:2][CH3:1])=[CH:14][C:13]=2[NH:15][S:16]([C:19]1[CH:24]=[CH:23][CH:22]=[CH:21][N:20]=1)(=[O:18])=[O:17])=[O:26])[C:29]1[CH:34]=[CH:33][CH:32]=[CH:31][CH:30]=1, predict the reactants needed to synthesize it. The reactants are: [CH3:1][O:2][CH2:3][CH2:4][O:5][C:6]1[CH:7]=[C:8]2[C:12](=[C:13]([NH:15][S:16]([C:19]3[CH:24]=[CH:23][CH:22]=[CH:21][N:20]=3)(=[O:18])=[O:17])[CH:14]=1)[NH:11][C:10]([C:25](O)=[O:26])=[CH:9]2.[CH2:28]([S:35][CH:36]([CH:39]([O:42][CH3:43])[O:40][CH3:41])[CH2:37][NH2:38])[C:29]1[CH:34]=[CH:33][CH:32]=[CH:31][CH:30]=1.N1(O)C2C=CC=CC=2N=N1.Cl.CN(C)CCCN=C=NCC.